Dataset: Catalyst prediction with 721,799 reactions and 888 catalyst types from USPTO. Task: Predict which catalyst facilitates the given reaction. (1) Reactant: [CH2:1]([SH:5])[CH2:2][CH2:3][SH:4].[CH:6](=O)[C:7]1[CH:12]=[CH:11][CH:10]=[CH:9][CH:8]=1.Cl. Product: [C:7]1([CH:6]2[S:5][CH2:1][CH2:2][CH2:3][S:4]2)[CH:12]=[CH:11][CH:10]=[CH:9][CH:8]=1. The catalyst class is: 22. (2) The catalyst class is: 5. Product: [Cl:1][C:2]1[C:3]([C:30]2[S:34][C:33]([C:35]3([OH:39])[CH2:38][CH2:37][CH2:36]3)=[N:32][CH:31]=2)=[C:4]2[CH:10]=[C:9]([C:11]3[CH:12]=[CH:13][C:14]([C:15]([OH:17])=[O:16])=[CH:18][CH:19]=3)[NH:8][C:5]2=[N:6][CH:7]=1. Reactant: [Cl:1][C:2]1[C:3]([C:30]2[S:34][C:33]([C:35]3([OH:39])[CH2:38][CH2:37][CH2:36]3)=[N:32][CH:31]=2)=[C:4]2[CH:10]=[C:9]([C:11]3[CH:19]=[CH:18][C:14]([C:15]([OH:17])=[O:16])=[CH:13][CH:12]=3)[N:8](S(C3C=CC(C)=CC=3)(=O)=O)[C:5]2=[N:6][CH:7]=1.[OH-].[Na+]. (3) Reactant: Br[C:2]1[CH:7]=[CH:6][C:5]([CH:8]([O:11][CH3:12])[O:9][CH3:10])=[CH:4][N:3]=1.C([Mg]Cl)(C)C.CN(C)[CH:20]=[O:21].O. Product: [CH3:10][O:9][CH:8]([O:11][CH3:12])[C:5]1[CH:6]=[CH:7][C:2]([CH:20]=[O:21])=[N:3][CH:4]=1. The catalyst class is: 7. (4) Reactant: [C:1]([O:5][C:6]([NH:8][C@@H:9]([CH2:12][CH3:13])[CH:10]=[O:11])=[O:7])([CH3:4])([CH3:3])[CH3:2].[O:14]1[C:18]2[CH:19]=[CH:20][CH:21]=[CH:22][C:17]=2[N:16]=[CH:15]1. Product: [C:1]([O:5][C:6]([NH:8][C@@H:9]([CH2:12][CH3:13])[CH:10]([C:15]1[O:14][C:18]2[CH:19]=[CH:20][CH:21]=[CH:22][C:17]=2[N:16]=1)[OH:11])=[O:7])([CH3:4])([CH3:3])[CH3:2]. The catalyst class is: 11.